Task: Regression. Given two drug SMILES strings and cell line genomic features, predict the synergy score measuring deviation from expected non-interaction effect.. Dataset: NCI-60 drug combinations with 297,098 pairs across 59 cell lines (1) Synergy scores: CSS=4.05, Synergy_ZIP=-4.68, Synergy_Bliss=-10.1, Synergy_Loewe=-11.6, Synergy_HSA=-11.6. Drug 1: C1CCN(CC1)CCOC2=CC=C(C=C2)C(=O)C3=C(SC4=C3C=CC(=C4)O)C5=CC=C(C=C5)O. Drug 2: C1=CC=C(C=C1)NC(=O)CCCCCCC(=O)NO. Cell line: HOP-92. (2) Synergy scores: CSS=20.6, Synergy_ZIP=0.778, Synergy_Bliss=0.405, Synergy_Loewe=-47.2, Synergy_HSA=-4.84. Drug 2: B(C(CC(C)C)NC(=O)C(CC1=CC=CC=C1)NC(=O)C2=NC=CN=C2)(O)O. Drug 1: CNC(=O)C1=NC=CC(=C1)OC2=CC=C(C=C2)NC(=O)NC3=CC(=C(C=C3)Cl)C(F)(F)F. Cell line: EKVX. (3) Drug 1: CCN(CC)CCNC(=O)C1=C(NC(=C1C)C=C2C3=C(C=CC(=C3)F)NC2=O)C. Drug 2: B(C(CC(C)C)NC(=O)C(CC1=CC=CC=C1)NC(=O)C2=NC=CN=C2)(O)O. Cell line: IGROV1. Synergy scores: CSS=30.4, Synergy_ZIP=1.99, Synergy_Bliss=-1.15, Synergy_Loewe=-34.6, Synergy_HSA=-6.20. (4) Drug 1: CC1=C2C(C(=O)C3(C(CC4C(C3C(C(C2(C)C)(CC1OC(=O)C(C(C5=CC=CC=C5)NC(=O)C6=CC=CC=C6)O)O)OC(=O)C7=CC=CC=C7)(CO4)OC(=O)C)O)C)OC(=O)C. Drug 2: C1=NC2=C(N1)C(=S)N=CN2. Cell line: HT29. Synergy scores: CSS=38.0, Synergy_ZIP=-9.88, Synergy_Bliss=-13.6, Synergy_Loewe=-13.9, Synergy_HSA=-10.9. (5) Drug 1: C1CCC(C1)C(CC#N)N2C=C(C=N2)C3=C4C=CNC4=NC=N3. Drug 2: C1=CC(=CC=C1CC(C(=O)O)N)N(CCCl)CCCl.Cl. Cell line: NCI-H226. Synergy scores: CSS=-1.17, Synergy_ZIP=-4.44, Synergy_Bliss=-7.28, Synergy_Loewe=-9.82, Synergy_HSA=-7.80. (6) Drug 1: CC12CCC3C(C1CCC2O)C(CC4=C3C=CC(=C4)O)CCCCCCCCCS(=O)CCCC(C(F)(F)F)(F)F. Drug 2: CCC1=C2CN3C(=CC4=C(C3=O)COC(=O)C4(CC)O)C2=NC5=C1C=C(C=C5)O. Cell line: U251. Synergy scores: CSS=29.8, Synergy_ZIP=3.46, Synergy_Bliss=2.34, Synergy_Loewe=-36.8, Synergy_HSA=-1.91. (7) Drug 1: C1=CC(=CC=C1CC(C(=O)O)N)N(CCCl)CCCl.Cl. Drug 2: C1=CC=C(C=C1)NC(=O)CCCCCCC(=O)NO. Cell line: UACC62. Synergy scores: CSS=13.3, Synergy_ZIP=-9.98, Synergy_Bliss=-3.21, Synergy_Loewe=-8.23, Synergy_HSA=-1.82. (8) Drug 1: CCCS(=O)(=O)NC1=C(C(=C(C=C1)F)C(=O)C2=CNC3=C2C=C(C=N3)C4=CC=C(C=C4)Cl)F. Drug 2: CN1CCC(CC1)COC2=C(C=C3C(=C2)N=CN=C3NC4=C(C=C(C=C4)Br)F)OC. Cell line: SNB-75. Synergy scores: CSS=2.40, Synergy_ZIP=-0.455, Synergy_Bliss=0.696, Synergy_Loewe=-8.19, Synergy_HSA=-0.742. (9) Synergy scores: CSS=17.3, Synergy_ZIP=-8.09, Synergy_Bliss=-2.31, Synergy_Loewe=-1.32, Synergy_HSA=-0.496. Drug 2: C1CN(CCN1C(=O)CCBr)C(=O)CCBr. Cell line: HS 578T. Drug 1: C1CN1P(=S)(N2CC2)N3CC3. (10) Drug 1: CN1CCC(CC1)COC2=C(C=C3C(=C2)N=CN=C3NC4=C(C=C(C=C4)Br)F)OC. Drug 2: CC12CCC3C(C1CCC2O)C(CC4=C3C=CC(=C4)O)CCCCCCCCCS(=O)CCCC(C(F)(F)F)(F)F. Cell line: SF-295. Synergy scores: CSS=6.15, Synergy_ZIP=-0.823, Synergy_Bliss=2.66, Synergy_Loewe=2.67, Synergy_HSA=2.58.